This data is from Peptide-MHC class I binding affinity with 185,985 pairs from IEDB/IMGT. The task is: Regression. Given a peptide amino acid sequence and an MHC pseudo amino acid sequence, predict their binding affinity value. This is MHC class I binding data. (1) The peptide sequence is RQKLKDAEK. The MHC is HLA-B27:03 with pseudo-sequence HLA-B27:03. The binding affinity (normalized) is 0.0847. (2) The binding affinity (normalized) is 0.945. The peptide sequence is RTAFLRFWL. The MHC is HLA-B15:17 with pseudo-sequence HLA-B15:17. (3) The peptide sequence is PQVLGGLSF. The MHC is HLA-B18:01 with pseudo-sequence HLA-B18:01. The binding affinity (normalized) is 0.0847. (4) The peptide sequence is ATVGIMIGV. The MHC is HLA-A02:02 with pseudo-sequence HLA-A02:02. The binding affinity (normalized) is 0.799.